This data is from Forward reaction prediction with 1.9M reactions from USPTO patents (1976-2016). The task is: Predict the product of the given reaction. (1) The product is: [Cl:1][C:2]1[N:7]=[C:6]([C:8]([O:10][CH2:11][CH3:12])=[O:15])[C:5]([F:13])=[CH:4][N:3]=1. Given the reactants [Cl:1][C:2]1[N:7]=[C:6]([C:8]([O:10][CH2:11][CH3:12])=C)[C:5]([F:13])=[CH:4][N:3]=1.[Mn]([O-])(=O)(=O)=[O:15].[K+], predict the reaction product. (2) Given the reactants [Si:1]([O:8][CH2:9][C:10]1[N:11]([CH2:20][CH2:21][CH2:22][S:23]([CH3:25])=[O:24])[C:12]2[C:17]([CH:18]=1)=[CH:16][C:15]([Cl:19])=[CH:14][CH:13]=2)([C:4]([CH3:7])([CH3:6])[CH3:5])([CH3:3])[CH3:2].[F:26][C:27]([F:32])([F:31])[C:28]([NH2:30])=[O:29].[O-2].[Mg+2].C(OI(OC(=O)C)C1C=CC=CC=1)(=O)C, predict the reaction product. The product is: [Si:1]([O:8][CH2:9][C:10]1[N:11]([CH2:20][CH2:21][CH2:22][S:23]([CH3:25])(=[O:24])=[N:30][C:28](=[O:29])[C:27]([F:32])([F:31])[F:26])[C:12]2[C:17]([CH:18]=1)=[CH:16][C:15]([Cl:19])=[CH:14][CH:13]=2)([C:4]([CH3:7])([CH3:6])[CH3:5])([CH3:3])[CH3:2].